Dataset: Full USPTO retrosynthesis dataset with 1.9M reactions from patents (1976-2016). Task: Predict the reactants needed to synthesize the given product. (1) Given the product [F:45][C:42]([F:43])([F:44])[C:38]1[CH:37]=[C:36]([C:33]2[N:32]=[C:31]3[CH:26]([C:3]#[N:4])[CH2:27][CH2:28][O:29][C:30]3=[CH:35][CH:34]=2)[CH:41]=[CH:40][CH:39]=1, predict the reactants needed to synthesize it. The reactants are: C[Si](C)(C)[C:3]#[N:4].CCCC[N+](CCCC)(CCCC)CCCC.[F-].Br[CH:26]1[C:31]2=[N:32][C:33]([C:36]3[CH:41]=[CH:40][CH:39]=[C:38]([C:42]([F:45])([F:44])[F:43])[CH:37]=3)=[CH:34][CH:35]=[C:30]2[O:29][CH2:28][CH2:27]1. (2) Given the product [C:7]([CH:9]=[C:22]1[CH2:23][C:20]([CH2:19][F:18])([C:25]#[N:26])[CH2:21]1)#[N:8], predict the reactants needed to synthesize it. The reactants are: [K].[O-]CCCC.[C:7]([CH2:9]P(=O)(OCC)OCC)#[N:8].[F:18][CH2:19][C:20]1([C:25]#[N:26])[CH2:23][C:22](=O)[CH2:21]1. (3) Given the product [NH2:21][C:19]1[N:20]=[C:15]([C:7]2[CH:6]=[C:5]([NH:4][C:1](=[O:3])[CH3:2])[CH:10]=[CH:9][CH:8]=2)[CH:16]=[C:17]([NH:22][CH3:23])[N:18]=1, predict the reactants needed to synthesize it. The reactants are: [C:1]([NH:4][C:5]1[CH:6]=[C:7](B(O)O)[CH:8]=[CH:9][CH:10]=1)(=[O:3])[CH3:2].Cl[C:15]1[N:20]=[C:19]([NH2:21])[N:18]=[C:17]([NH:22][CH3:23])[CH:16]=1. (4) The reactants are: [CH3:1][O:2][C:3]1[CH:11]=[C:10]([O:12][CH3:13])[CH:9]=[CH:8][C:4]=1[C:5]([OH:7])=O.COC1C=CC(N)=CC=1.[O:23]1[CH2:28][CH2:27][CH2:26][CH2:25][CH:24]1[O:29][C:30]1[CH:36]=[CH:35][C:33]([NH2:34])=[CH:32][CH:31]=1.C1CCC(N=C=NC2CCCCC2)CC1. Given the product [CH3:1][O:2][C:3]1[CH:11]=[C:10]([O:12][CH3:13])[CH:9]=[CH:8][C:4]=1[C:5]([NH:34][C:33]1[CH:32]=[CH:31][C:30]([O:29][CH:24]2[CH2:25][CH2:26][CH2:27][CH2:28][O:23]2)=[CH:36][CH:35]=1)=[O:7], predict the reactants needed to synthesize it. (5) Given the product [CH3:22][C:21]1[C:16]([N:13]2[CH2:14][CH2:15][N:10]([C:8]([C:5]3[CH:6]=[CH:7][C:2]([N:30]4[CH2:31][CH2:32][N:28]([CH3:25])[C:29]4=[O:33])=[C:3]([F:24])[CH:4]=3)=[O:9])[CH2:11][CH2:12]2)=[N:17][CH:18]=[C:19]([CH3:23])[CH:20]=1, predict the reactants needed to synthesize it. The reactants are: Br[C:2]1[CH:7]=[CH:6][C:5]([C:8]([N:10]2[CH2:15][CH2:14][N:13]([C:16]3[C:21]([CH3:22])=[CH:20][C:19]([CH3:23])=[CH:18][N:17]=3)[CH2:12][CH2:11]2)=[O:9])=[CH:4][C:3]=1[F:24].[C:25]([N:28]1[CH2:32][CH2:31][NH:30][C:29]1=[O:33])(=O)C. (6) Given the product [OH:12][CH2:4][C@@H:2]([C@H:1]([C@@H:4]([C@@H:2]([CH2:1][OH:6])[OH:3])[OH:12])[OH:6])[OH:3], predict the reactants needed to synthesize it. The reactants are: [C:1]([OH:6])(=O)[CH:2]([CH3:4])[OH:3].P(=O)(O)(O)O.[O-2:12].[Mg+2]. (7) Given the product [F:7][C@H:8]([C@H:12]([O:13][CH2:14][C:15]1[CH:16]=[CH:17][C:18]([CH3:21])=[CH:19][CH:20]=1)[C@H:11]([OH:10])[CH2:22][O:23][CH2:24][C:25]1[CH:30]=[CH:29][C:28]([CH3:31])=[CH:27][CH:26]=1)[CH:9]=[O:32], predict the reactants needed to synthesize it. The reactants are: CO.Cl.CON.[F:7][C@H:8]1[C@H:12]([O:13][CH2:14][C:15]2[CH:20]=[CH:19][C:18]([CH3:21])=[CH:17][CH:16]=2)[C@@H:11]([CH2:22][O:23][CH2:24][C:25]2[CH:30]=[CH:29][C:28]([CH3:31])=[CH:27][CH:26]=2)[O:10][CH:9]1[OH:32].C(N(CC)CC)C.